This data is from Forward reaction prediction with 1.9M reactions from USPTO patents (1976-2016). The task is: Predict the product of the given reaction. (1) Given the reactants Cl[CH2:2][CH2:3][N:4]1C(=O)[O:7][N:6]=[C:5]1[C:10]1[C:14]2[CH:15]=[C:16]([CH:29]3[CH2:31][CH2:30]3)[C:17]([N:19]([CH2:24][CH2:25][CH:26]([CH3:28])[CH3:27])[S:20]([CH3:23])(=[O:22])=[O:21])=[CH:18][C:13]=2[O:12][C:11]=1[C:32]1[CH:37]=[CH:36][C:35]([F:38])=[CH:34][CH:33]=1.[OH-].[Na+], predict the reaction product. The product is: [CH:29]1([C:16]2[C:17]([N:19]([CH2:24][CH2:25][CH:26]([CH3:28])[CH3:27])[S:20]([CH3:23])(=[O:22])=[O:21])=[CH:18][C:13]3[O:12][C:11]([C:32]4[CH:33]=[CH:34][C:35]([F:38])=[CH:36][CH:37]=4)=[C:10]([C:5]4[NH:4][CH2:3][CH2:2][O:7][N:6]=4)[C:14]=3[CH:15]=2)[CH2:30][CH2:31]1. (2) Given the reactants [CH3:1][N:2]1[CH2:7][CH2:6][NH:5][CH2:4][CH2:3]1.[Cl:8][C:9]1[CH:10]=[N:11][CH:12]=[C:13]([Cl:16])[C:14]=1Cl.C(N(CC)CC)C, predict the reaction product. The product is: [Cl:16][C:13]1[CH:12]=[N:11][CH:10]=[C:9]([Cl:8])[C:14]=1[N:5]1[CH2:6][CH2:7][N:2]([CH3:1])[CH2:3][CH2:4]1. (3) Given the reactants [CH:1]12[CH2:7][CH:4]([CH2:5][CH2:6]1)[C:3](=O)[C:2]2=O.COP([CH2:16][C:17](=O)[C:18]([CH3:21])([CH3:20])[CH3:19])(=O)OC.O.[NH2:24][NH2:25], predict the reaction product. The product is: [C:18]([C:17]1[CH:16]=[C:3]2[C:2]([CH:1]3[CH2:7][CH:4]2[CH2:5][CH2:6]3)=[N:25][N:24]=1)([CH3:21])([CH3:20])[CH3:19]. (4) Given the reactants [Cl:1][C:2]1[CH:3]=[C:4]2[C:12](=[C:13]([NH2:17])[C:14]=1[O:15][CH3:16])[NH:11][C:10]1[CH:9]=[N:8][CH:7]=[CH:6][C:5]2=1.CCN=C=NCCCN(C)C.[CH3:29][C:30]1[N:38]=[CH:37][CH:36]=[CH:35][C:31]=1[C:32](O)=[O:33], predict the reaction product. The product is: [Cl:1][C:2]1[CH:3]=[C:4]2[C:12](=[C:13]([NH:17][C:32](=[O:33])[C:31]3[CH:35]=[CH:36][CH:37]=[N:38][C:30]=3[CH3:29])[C:14]=1[O:15][CH3:16])[NH:11][C:10]1[CH:9]=[N:8][CH:7]=[CH:6][C:5]2=1. (5) Given the reactants [F:1][C:2]1[CH:3]=[CH:4][C:5]([O:23][CH3:24])=[C:6]([C:8]2[CH:13]=[CH:12][N:11]=[C:10]3[NH:14][C:15]([CH:17]4[CH2:22][CH2:21][NH:20][CH2:19][CH2:18]4)=[CH:16][C:9]=23)[CH:7]=1.[CH3:25][N:26]([CH3:31])[S:27](Cl)(=[O:29])=[O:28].C(N(CC)CC)C, predict the reaction product. The product is: [F:1][C:2]1[CH:3]=[CH:4][C:5]([O:23][CH3:24])=[C:6]([C:8]2[CH:13]=[CH:12][N:11]=[C:10]3[NH:14][C:15]([CH:17]4[CH2:18][CH2:19][N:20]([S:27]([N:26]([CH3:31])[CH3:25])(=[O:29])=[O:28])[CH2:21][CH2:22]4)=[CH:16][C:9]=23)[CH:7]=1. (6) Given the reactants [C:1]1([CH:8]=[CH:7][CH:6]=[C:4]([OH:5])[CH:3]=1)[OH:2].[CH2:9]([CH:11]1[CH2:16][CH2:15][CH:14](O)[CH2:13][CH2:12]1)[CH3:10].C1(P(C2C=CC=CC=2)C2C=CC=CC=2)C=CC=CC=1.N(C(OC(C)C)=O)=NC(OC(C)C)=O, predict the reaction product. The product is: [CH2:9]([CH:11]1[CH2:16][CH2:15][CH:14]([O:2][C:1]2[CH:3]=[C:4]([OH:5])[CH:6]=[CH:7][CH:8]=2)[CH2:13][CH2:12]1)[CH3:10].